Dataset: Full USPTO retrosynthesis dataset with 1.9M reactions from patents (1976-2016). Task: Predict the reactants needed to synthesize the given product. (1) Given the product [C:24]([N:1]1[CH2:2][CH2:3][CH:4]([C:5]([O:7][CH2:8][CH3:9])=[O:6])[CH2:10][CH2:11]1)([O:23][C:19]([CH3:22])([CH3:21])[CH3:20])=[O:25], predict the reactants needed to synthesize it. The reactants are: [NH:1]1[CH2:11][CH2:10][CH:4]([C:5]([O:7][CH2:8][CH3:9])=[O:6])[CH2:3][CH2:2]1.C(N(CC)CC)C.[C:19]([O:23][C:24](O[C:24]([O:23][C:19]([CH3:22])([CH3:21])[CH3:20])=[O:25])=[O:25])([CH3:22])([CH3:21])[CH3:20]. (2) Given the product [F:24][C:23]1[C:22]([O:25][CH3:26])=[CH:21][C:20]([O:27][CH3:28])=[C:19]([F:29])[C:18]=1[N:13]1[C:12](=[O:30])[C:11]2([CH2:32][CH2:31]2)[C:10]2[C:15](=[CH:16][N:17]=[C:8]([C:4]3[CH:3]=[C:2]([NH:1][C:42](=[O:45])[CH:43]=[CH2:44])[CH:7]=[CH:6][CH:5]=3)[CH:9]=2)[CH2:14]1, predict the reactants needed to synthesize it. The reactants are: [NH2:1][C:2]1[CH:3]=[C:4]([C:8]2[CH:9]=[C:10]3[C:15](=[CH:16][N:17]=2)[CH2:14][N:13]([C:18]2[C:23]([F:24])=[C:22]([O:25][CH3:26])[CH:21]=[C:20]([O:27][CH3:28])[C:19]=2[F:29])[C:12](=[O:30])[C:11]23[CH2:32][CH2:31]2)[CH:5]=[CH:6][CH:7]=1.C(N(CC)C(C)C)(C)C.[C:42](Cl)(=[O:45])[CH:43]=[CH2:44]. (3) Given the product [Cl:19][C:13]1[CH:14]=[C:15]([Cl:18])[CH:16]=[CH:17][C:12]=1[C:10]1[N:11]=[C:7]([CH2:6][C:5]2[CH:4]=[CH:3][C:2]([C:47]3[CH:48]=[CH:49][CH:50]=[C:45]([S:44][CH2:36][CH2:37][C:38]4[CH:43]=[CH:42][CH:41]=[CH:40][CH:39]=4)[CH:46]=3)=[CH:35][CH:34]=2)[N:8]([C:20]2[CH:21]=[C:22]([N:26]3[S:30](=[O:31])(=[O:32])[NH:29][C:28](=[O:33])[CH2:27]3)[CH:23]=[CH:24][CH:25]=2)[CH:9]=1, predict the reactants needed to synthesize it. The reactants are: Br[C:2]1[CH:35]=[CH:34][C:5]([CH2:6][C:7]2[N:8]([C:20]3[CH:21]=[C:22]([N:26]4[S:30](=[O:32])(=[O:31])[NH:29][C:28](=[O:33])[CH2:27]4)[CH:23]=[CH:24][CH:25]=3)[CH:9]=[C:10]([C:12]3[CH:17]=[CH:16][C:15]([Cl:18])=[CH:14][C:13]=3[Cl:19])[N:11]=2)=[CH:4][CH:3]=1.[CH2:36]([S:44][C:45]1[CH:46]=[C:47](B(O)O)[CH:48]=[CH:49][CH:50]=1)[CH2:37][C:38]1[CH:43]=[CH:42][CH:41]=[CH:40][CH:39]=1. (4) Given the product [C:35]([NH:1][CH2:2][C@@H:3]1[O:7][C:6](=[O:8])[N:5]([C:9]2[CH:10]=[C:11]3[C:16](=[CH:17][CH:18]=2)[CH2:15][N:14]([C:19]([O:21][CH2:22][C:23]2[CH:24]=[CH:25][CH:26]=[CH:27][CH:28]=2)=[O:20])[CH2:13][CH2:12]3)[CH2:4]1)(=[O:37])[CH3:36], predict the reactants needed to synthesize it. The reactants are: [NH2:1][CH2:2][C@@H:3]1[O:7][C:6](=[O:8])[N:5]([C:9]2[CH:10]=[C:11]3[C:16](=[CH:17][CH:18]=2)[CH2:15][N:14]([C:19]([O:21][CH2:22][C:23]2[CH:28]=[CH:27][CH:26]=[CH:25][CH:24]=2)=[O:20])[CH2:13][CH2:12]3)[CH2:4]1.N1C=CC=CC=1.[C:35](OC(=O)C)(=[O:37])[CH3:36]. (5) Given the product [CH2:3]([O:10][C:12]1[CH:21]=[C:20]([F:22])[CH:19]=[C:18]2[C:13]=1[C:14](=[O:23])[NH:15][CH:16]=[N:17]2)[C:4]1[CH:9]=[CH:8][CH:7]=[CH:6][CH:5]=1, predict the reactants needed to synthesize it. The reactants are: [H-].[Na+].[CH2:3]([OH:10])[C:4]1[CH:9]=[CH:8][CH:7]=[CH:6][CH:5]=1.F[C:12]1[CH:21]=[C:20]([F:22])[CH:19]=[C:18]2[C:13]=1[C:14](=[O:23])[NH:15][CH:16]=[N:17]2. (6) Given the product [ClH:23].[Cl:23][CH2:19][C:7]1[C:8]([NH:13][CH2:14][C:15]([F:18])([F:17])[F:16])=[N:9][C:10]2[C:5]([CH:6]=1)=[CH:4][C:3]([O:2][CH3:1])=[CH:12][CH:11]=2, predict the reactants needed to synthesize it. The reactants are: [CH3:1][O:2][C:3]1[CH:4]=[C:5]2[C:10](=[CH:11][CH:12]=1)[N:9]=[C:8]([NH:13][CH2:14][C:15]([F:18])([F:17])[F:16])[C:7]([CH2:19]O)=[CH:6]2.O=S(Cl)[Cl:23]. (7) The reactants are: [CH2:1]([C:4]1[C:8]([CH2:9][CH2:10][CH2:11][OH:12])=[CH:7][N:6]([C:13]2[CH:18]=[CH:17][C:16]([C:19]([F:22])([F:21])[F:20])=[CH:15][N:14]=2)[N:5]=1)[CH2:2][CH3:3].O[C:24]1[CH:28]=[C:27]([CH2:29][CH2:30][C:31]([O:33]CC)=[O:32])[N:26]([CH3:36])[N:25]=1.C(P(CCCC)CCCC)CCC.N(C(N1CCCCC1)=O)=NC(N1CCCCC1)=O. Given the product [CH3:36][N:26]1[C:27]([CH2:29][CH2:30][C:31]([OH:33])=[O:32])=[CH:28][C:24]([O:12][CH2:11][CH2:10][CH2:9][C:8]2[C:4]([CH2:1][CH2:2][CH3:3])=[N:5][N:6]([C:13]3[CH:18]=[CH:17][C:16]([C:19]([F:21])([F:20])[F:22])=[CH:15][N:14]=3)[CH:7]=2)=[N:25]1, predict the reactants needed to synthesize it.